This data is from Catalyst prediction with 721,799 reactions and 888 catalyst types from USPTO. The task is: Predict which catalyst facilitates the given reaction. (1) Product: [CH2:1]([C:4]1([CH2:10][O:11][Si:19]([CH2:23][CH3:24])([CH2:21][CH3:22])[CH2:17][CH3:18])[CH2:5][CH2:6][CH2:7][CH2:8][CH2:9]1)[CH:2]=[CH2:3]. Reactant: [CH2:1]([C:4]1([CH2:10][OH:11])[CH2:9][CH2:8][CH2:7][CH2:6][CH2:5]1)[CH:2]=[CH2:3].N1C=CN=C1.[CH2:17]([Si:19]([CH2:23][CH3:24])([CH2:21][CH3:22])Cl)[CH3:18]. The catalyst class is: 9. (2) Reactant: C(N1C=CN=C1)(N1C=CN=C1)=[O:2].[F:13][C:14]1[CH:15]=[N:16][C:17]([O:23][C:24]2[CH:29]=[CH:28][CH:27]=[C:26]([S:30][CH3:31])[CH:25]=2)=[C:18]([CH:22]=1)[C:19]([OH:21])=O.[NH2:32][CH:33]1[CH2:37][CH2:36][N:35]([CH2:38][CH2:39]C(CC)=O)[CH2:34]1. Product: [C:38]([N:35]1[CH2:36][CH2:37][CH:33]([NH:32][C:19](=[O:21])[C:18]2[CH:22]=[C:14]([F:13])[CH:15]=[N:16][C:17]=2[O:23][C:24]2[CH:29]=[CH:28][CH:27]=[C:26]([S:30][CH3:31])[CH:25]=2)[CH2:34]1)(=[O:2])[CH3:39]. The catalyst class is: 112. (3) Reactant: [CH3:1][N:2]1[C:6]([C:7]2[CH:8]=[N:9][CH:10]=[CH:11][CH:12]=2)=[N:5][NH:4][C:3]1=[S:13].Br[CH2:15][CH2:16][CH2:17][Cl:18].C(O)(=O)C. Product: [Cl:18][CH2:17][CH2:16][CH2:15][S:13][C:3]1[N:2]([CH3:1])[C:6]([C:7]2[CH:8]=[N:9][CH:10]=[CH:11][CH:12]=2)=[N:5][N:4]=1. The catalyst class is: 8. (4) Reactant: [C:1](#[N:5])[CH2:2][C:3]#[N:4].[Cl:6][C:7]1[CH:8]=[C:9]([N:13]=[C:14]=[S:15])[CH:10]=[CH:11][CH:12]=1.[CH3:16]I. Product: [Cl:6][C:7]1[CH:8]=[C:9]([NH:13][C:14](=[C:2]([C:1]#[N:5])[C:3]#[N:4])[S:15][CH3:16])[CH:10]=[CH:11][CH:12]=1. The catalyst class is: 3. (5) Reactant: [C:1]([C:5]1[CH:10]=[C:9]([CH3:11])[CH:8]=[CH:7][C:6]=1[OH:12])([CH3:4])([CH3:3])[CH3:2].C(=O)([O-])[O-].[K+].[K+].[CH2:19](Cl)[C:20]1[CH:25]=[CH:24][CH:23]=[CH:22][CH:21]=1. Product: [CH2:19]([O:12][C:6]1[CH:7]=[CH:8][C:9]([CH3:11])=[CH:10][C:5]=1[C:1]([CH3:4])([CH3:3])[CH3:2])[C:20]1[CH:25]=[CH:24][CH:23]=[CH:22][CH:21]=1. The catalyst class is: 3. (6) Reactant: [C:1]([CH:3]1[CH2:6][N:5]([C:7]([O:9][C:10]([CH3:13])([CH3:12])[CH3:11])=[O:8])[CH2:4]1)#[N:2].[CH3:14][Si]([N-][Si](C)(C)C)(C)C.[Li+].IC. Product: [C:10]([O:9][C:7]([N:5]1[CH2:6][C:3]([C:1]#[N:2])([CH3:14])[CH2:4]1)=[O:8])([CH3:13])([CH3:12])[CH3:11]. The catalyst class is: 1. (7) Reactant: [Cl:1][C:2]1[C:3]([NH:25][C:26](=[O:36])[CH2:27][NH:28][C:29]2[CH:34]=[CH:33][C:32]([F:35])=[CH:31][CH:30]=2)=[C:4]2[C:9](=[CH:10][CH:11]=1)[N:8]=[C:7]([C:12]1[CH:16]=[CH:15][N:14](COCC[Si](C)(C)C)[N:13]=1)[CH:6]=[CH:5]2. Product: [Cl:1][C:2]1[C:3]([NH:25][C:26](=[O:36])[CH2:27][NH:28][C:29]2[CH:34]=[CH:33][C:32]([F:35])=[CH:31][CH:30]=2)=[C:4]2[C:9](=[CH:10][CH:11]=1)[N:8]=[C:7]([C:12]1[CH:16]=[CH:15][NH:14][N:13]=1)[CH:6]=[CH:5]2. The catalyst class is: 89. (8) Reactant: [F:1][C:2]1[C:3]([C:10]2[CH:19]=[CH:18][C:13]([C:14](OC)=[O:15])=[CH:12][C:11]=2[C:20]2([CH:25]=[CH2:26])[CH2:24][CH2:23][CH2:22][CH2:21]2)=[CH:4][C:5]([O:8][CH3:9])=[N:6][CH:7]=1.[H-].[H-].[H-].[H-].[Li+].[Al+3].C(OCC)C. Product: [F:1][C:2]1[C:3]([C:10]2[CH:19]=[CH:18][C:13]([CH2:14][OH:15])=[CH:12][C:11]=2[C:20]2([CH:25]=[CH2:26])[CH2:24][CH2:23][CH2:22][CH2:21]2)=[CH:4][C:5]([O:8][CH3:9])=[N:6][CH:7]=1. The catalyst class is: 1.